From a dataset of Forward reaction prediction with 1.9M reactions from USPTO patents (1976-2016). Predict the product of the given reaction. (1) Given the reactants I[C:2]1[CH:3]=[N:4][NH:5][CH:6]=1.[C:7]([C:9]([C:17]#[N:18])=[C:10]([CH3:16])[C:11]([O:13][CH2:14][CH3:15])=[O:12])#[N:8].[CH2:19]1COCC1, predict the reaction product. The product is: [C:7]([CH:9]([C:17]#[N:18])[C:10]([CH3:16])([C:2]1[CH:3]=[N:4][N:5]([CH3:19])[CH:6]=1)[C:11]([O:13][CH2:14][CH3:15])=[O:12])#[N:8]. (2) Given the reactants [F:1][C:2]1[CH:3]=[C:4]2[C:9](=[CH:10][CH:11]=1)[C:8](=[O:12])[NH:7][CH:6]=[C:5]2[C:13]([O:15]C)=[O:14].[OH-].[Na+].Cl, predict the reaction product. The product is: [F:1][C:2]1[CH:3]=[C:4]2[C:9](=[CH:10][CH:11]=1)[C:8](=[O:12])[NH:7][CH:6]=[C:5]2[C:13]([OH:15])=[O:14]. (3) Given the reactants [Br:1][C:2]1[CH:3]=[C:4]([C:15]([NH:17][CH2:18][C:19]2[C:20]([CH3:36])=[CH:21][C:22]([CH2:27][NH:28]C(=O)OC(C)(C)C)=[N:23][C:24]=2[O:25]C)=[O:16])[C:5]2[C:6]([CH3:14])=[CH:7][N:8]([CH:11]([CH3:13])[CH3:12])[C:9]=2[CH:10]=1.Cl, predict the reaction product. The product is: [NH2:28][CH2:27][C:22]1[NH:23][C:24](=[O:25])[C:19]([CH2:18][NH:17][C:15]([C:4]2[C:5]3[C:6]([CH3:14])=[CH:7][N:8]([CH:11]([CH3:12])[CH3:13])[C:9]=3[CH:10]=[C:2]([Br:1])[CH:3]=2)=[O:16])=[C:20]([CH3:36])[CH:21]=1. (4) Given the reactants [CH:1]1([N:7]([CH2:23][CH2:24][C:25]([F:28])([F:27])[F:26])[C:8]2[C:9]([NH2:22])=[CH:10][C:11](B3OCC(C)(C)CO3)=[CH:12][CH:13]=2)[CH2:6][CH2:5][CH2:4][CH2:3][CH2:2]1.I[C@@H:30]1[CH2:32][C@@H:31]1[C:33]([O:35][CH2:36][CH3:37])=[O:34].C(=O)([O-])[O-].[Cs+].[Cs+], predict the reaction product. The product is: [NH2:22][C:9]1[CH:10]=[C:11]([C@@H:30]2[CH2:32][C@@H:31]2[C:33]([O:35][CH2:36][CH3:37])=[O:34])[CH:12]=[CH:13][C:8]=1[N:7]([CH:1]1[CH2:6][CH2:5][CH2:4][CH2:3][CH2:2]1)[CH2:23][CH2:24][C:25]([F:28])([F:26])[F:27].